From a dataset of NCI-60 drug combinations with 297,098 pairs across 59 cell lines. Regression. Given two drug SMILES strings and cell line genomic features, predict the synergy score measuring deviation from expected non-interaction effect. (1) Drug 1: C1CCC(CC1)NC(=O)N(CCCl)N=O. Drug 2: CC1=C(C(CCC1)(C)C)C=CC(=CC=CC(=CC(=O)O)C)C. Cell line: OVCAR-5. Synergy scores: CSS=-3.27, Synergy_ZIP=-2.11, Synergy_Bliss=-4.75, Synergy_Loewe=-6.12, Synergy_HSA=-6.66. (2) Drug 1: C1=CC(=C2C(=C1NCCNCCO)C(=O)C3=C(C=CC(=C3C2=O)O)O)NCCNCCO. Drug 2: CC1=CC=C(C=C1)C2=CC(=NN2C3=CC=C(C=C3)S(=O)(=O)N)C(F)(F)F. Cell line: TK-10. Synergy scores: CSS=32.4, Synergy_ZIP=1.12, Synergy_Bliss=-0.414, Synergy_Loewe=-28.9, Synergy_HSA=-1.44. (3) Drug 1: CCC1(CC2CC(C3=C(CCN(C2)C1)C4=CC=CC=C4N3)(C5=C(C=C6C(=C5)C78CCN9C7C(C=CC9)(C(C(C8N6C)(C(=O)OC)O)OC(=O)C)CC)OC)C(=O)OC)O.OS(=O)(=O)O. Drug 2: C(CN)CNCCSP(=O)(O)O. Cell line: ACHN. Synergy scores: CSS=0.185, Synergy_ZIP=4.47, Synergy_Bliss=-1.63, Synergy_Loewe=-12.0, Synergy_HSA=-2.19. (4) Drug 1: CN(C)N=NC1=C(NC=N1)C(=O)N. Drug 2: C1CC(C1)(C(=O)O)C(=O)O.[NH2-].[NH2-].[Pt+2]. Cell line: MCF7. Synergy scores: CSS=17.1, Synergy_ZIP=-6.08, Synergy_Bliss=-3.45, Synergy_Loewe=-11.1, Synergy_HSA=-3.64. (5) Drug 1: CC(C1=C(C=CC(=C1Cl)F)Cl)OC2=C(N=CC(=C2)C3=CN(N=C3)C4CCNCC4)N. Drug 2: CCN(CC)CCCC(C)NC1=C2C=C(C=CC2=NC3=C1C=CC(=C3)Cl)OC. Cell line: NCI-H460. Synergy scores: CSS=22.0, Synergy_ZIP=14.1, Synergy_Bliss=14.7, Synergy_Loewe=14.7, Synergy_HSA=15.3.